From a dataset of NCI-60 drug combinations with 297,098 pairs across 59 cell lines. Regression. Given two drug SMILES strings and cell line genomic features, predict the synergy score measuring deviation from expected non-interaction effect. (1) Cell line: MOLT-4. Synergy scores: CSS=84.8, Synergy_ZIP=0.929, Synergy_Bliss=0.746, Synergy_Loewe=0.295, Synergy_HSA=2.29. Drug 1: C1=CN(C(=O)N=C1N)C2C(C(C(O2)CO)O)O.Cl. Drug 2: C1=NC2=C(N1)C(=S)N=CN2. (2) Drug 1: CCC1(CC2CC(C3=C(CCN(C2)C1)C4=CC=CC=C4N3)(C5=C(C=C6C(=C5)C78CCN9C7C(C=CC9)(C(C(C8N6C=O)(C(=O)OC)O)OC(=O)C)CC)OC)C(=O)OC)O.OS(=O)(=O)O. Drug 2: C1=NC2=C(N=C(N=C2N1C3C(C(C(O3)CO)O)O)F)N. Cell line: DU-145. Synergy scores: CSS=12.0, Synergy_ZIP=-0.732, Synergy_Bliss=11.2, Synergy_Loewe=1.50, Synergy_HSA=5.92.